This data is from Peptide-MHC class I binding affinity with 185,985 pairs from IEDB/IMGT. The task is: Regression. Given a peptide amino acid sequence and an MHC pseudo amino acid sequence, predict their binding affinity value. This is MHC class I binding data. (1) The peptide sequence is VVSYEAGEW. The MHC is HLA-B27:03 with pseudo-sequence HLA-B27:03. The binding affinity (normalized) is 0.0847. (2) The peptide sequence is MYIFLPVML. The MHC is HLA-A68:02 with pseudo-sequence HLA-A68:02. The binding affinity (normalized) is 0.579. (3) The peptide sequence is YDFNKLTAL. The MHC is HLA-B44:02 with pseudo-sequence HLA-B44:02. The binding affinity (normalized) is 0.285. (4) The peptide sequence is IHDHGEQLF. The MHC is HLA-A02:01 with pseudo-sequence HLA-A02:01. The binding affinity (normalized) is 0.0847. (5) The peptide sequence is KRMGVQMQR. The MHC is HLA-B18:01 with pseudo-sequence HLA-B18:01. The binding affinity (normalized) is 0.0847.